Dataset: Forward reaction prediction with 1.9M reactions from USPTO patents (1976-2016). Task: Predict the product of the given reaction. Given the reactants [C:1]([N:5]1[CH2:10][CH2:9][CH2:8][C@@H:7]([NH:11][C:12]2[C:17]([F:18])=[CH:16][N:15]=[C:14]([NH:19][C:20]3[CH:21]=[C:22]4[C:27](=[CH:28][CH:29]=3)[CH2:26][N:25](C(OC(C)(C)C)=O)[CH2:24][CH2:23]4)[N:13]=2)[CH2:6]1)(=[O:4])[CH:2]=[CH2:3].CCN(C(C)C)C(C)C.[BH-](OC(C)=O)(OC(C)=O)OC(C)=O.[Na+].[O:60]1[CH2:63][C:62](=O)[CH2:61]1, predict the reaction product. The product is: [F:18][C:17]1[C:12]([NH:11][C@@H:7]2[CH2:8][CH2:9][CH2:10][N:5]([C:1](=[O:4])[CH:2]=[CH2:3])[CH2:6]2)=[N:13][C:14]([NH:19][C:20]2[CH:21]=[C:22]3[C:27](=[CH:28][CH:29]=2)[CH2:26][N:25]([CH:62]2[CH2:63][O:60][CH2:61]2)[CH2:24][CH2:23]3)=[N:15][CH:16]=1.